Dataset: Forward reaction prediction with 1.9M reactions from USPTO patents (1976-2016). Task: Predict the product of the given reaction. (1) Given the reactants [F:1][C:2]([F:18])([F:17])[C:3]1[O:7][N:6]=[C:5]([C:8]2[CH:9]=[N:10][CH:11]=[C:12]([CH:16]=2)[C:13]([OH:15])=O)[N:4]=1.CN(C(ON1N=NC2C=CC=NC1=2)=[N+](C)C)C.F[P-](F)(F)(F)(F)F.[C:43]1([C:49]2[N:50]=[C:51]([C:54]3([CH2:60][NH2:61])[CH2:59][CH2:58][O:57][CH2:56][CH2:55]3)[S:52][CH:53]=2)[CH:48]=[CH:47][CH:46]=[CH:45][CH:44]=1.CN1CCOCC1, predict the reaction product. The product is: [C:43]1([C:49]2[N:50]=[C:51]([C:54]3([CH2:60][NH:61][C:13](=[O:15])[C:12]4[CH:16]=[C:8]([C:5]5[N:4]=[C:3]([C:2]([F:1])([F:18])[F:17])[O:7][N:6]=5)[CH:9]=[N:10][CH:11]=4)[CH2:55][CH2:56][O:57][CH2:58][CH2:59]3)[S:52][CH:53]=2)[CH:44]=[CH:45][CH:46]=[CH:47][CH:48]=1. (2) Given the reactants CS(O[CH2:6][CH2:7][N:8]1[CH:12]=[C:11]([C:13]2[CH:18]=[C:17]([C:19]([O:21]C)=[O:20])[CH:16]=[CH:15][N:14]=2)[N:10]=[CH:9]1)(=O)=O.[NH:23]1[C:32]2[C:27](=[CH:28][CH:29]=[CH:30][CH:31]=2)[CH2:26][CH2:25][CH2:24]1, predict the reaction product. The product is: [N:23]1([CH2:6][CH2:7][N:8]2[CH:12]=[C:11]([C:13]3[CH:18]=[C:17]([C:19]([OH:21])=[O:20])[CH:16]=[CH:15][N:14]=3)[N:10]=[CH:9]2)[C:32]2[C:27](=[CH:28][CH:29]=[CH:30][CH:31]=2)[CH2:26][CH2:25][CH2:24]1. (3) Given the reactants [F:1][CH:2]([F:32])[CH2:3][O:4][C:5]1[CH:10]=[CH:9][C:8]([NH:11][C:12](=[O:28])[C:13]2[CH:18]=[C:17]([CH2:19][NH:20][C:21]([C:23]([CH3:26])([CH3:25])[CH3:24])=[O:22])[CH:16]=[CH:15][C:14]=2[Cl:27])=[CH:7][C:6]=1[C:29]([OH:31])=O.[F:33][C:34]([F:43])([F:42])[C@H:35]1[CH2:40][CH2:39][C@H:38]([NH2:41])[CH2:37][CH2:36]1.CN(C(ON1N=NC2C=CC=CC1=2)=[N+](C)C)C.[B-](F)(F)(F)F, predict the reaction product. The product is: [F:32][CH:2]([F:1])[CH2:3][O:4][C:5]1[CH:10]=[CH:9][C:8]([NH:11][C:12](=[O:28])[C:13]2[CH:18]=[C:17]([CH2:19][NH:20][C:21]([C:23]([CH3:25])([CH3:24])[CH3:26])=[O:22])[CH:16]=[CH:15][C:14]=2[Cl:27])=[CH:7][C:6]=1[C:29]([NH:41][C@H:38]1[CH2:39][CH2:40][C@H:35]([C:34]([F:33])([F:42])[F:43])[CH2:36][CH2:37]1)=[O:31]. (4) Given the reactants C(NC(C)C)(C)C.C([Li])CCC.[CH3:13][CH:14]([CH2:22][CH3:23])[C:15]([O:17][C:18]([CH3:21])([CH3:20])[CH3:19])=[O:16].[Br:24][C:25]1[CH:30]=[C:29]([CH2:31]Br)[CH:28]=[CH:27][C:26]=1[Cl:33].[Cl-].[NH4+], predict the reaction product. The product is: [Br:24][C:25]1[CH:30]=[C:29]([CH:28]=[CH:27][C:26]=1[Cl:33])[CH2:31][C:14]([CH3:13])([CH2:22][CH3:23])[C:15]([O:17][C:18]([CH3:20])([CH3:19])[CH3:21])=[O:16]. (5) The product is: [NH:136]1[C:3]2[CH:2]=[CH:1][C:131]([N:40]3[C@@H:7]([C:8]4[CH:96]=[CH:105][C:11]([N:119]([CH:27]5[CH2:31][CH2:32]5)[CH:38]5[CH2:35][CH2:36]5)=[CH:10][CH:9]=4)[CH2:6][O:41][C:39]3=[O:49])=[CH:132][C:4]=2[N:137]=[CH:135]1. Given the reactants [CH2:1]([Li])[CH2:2][CH2:3][CH3:4].[CH3:6][CH2:7][CH2:8][CH2:9][CH2:10][CH3:11].CBr.C1([PH+]([C:27]2[CH:32]=[CH:31]C=CC=2)C2C=CC=CC=2)C=CC=CC=1.ClO[C:35]([CH3:38])(C)[CH3:36].[C:39](=[O:49])([O:41]C(OC(C)(C)C)=O)[NH2:40].CC[C@H]1[C@H]2C[C@H]([C@H](OC3C4C(=CC=CC=4)C(O[C@H]([C:96]4[CH:105]=CN=C5C=4C=C(OC)C=C5)[C@@H]4N5C[C@H](CC)[C@@H](CC5)C4)=NN=3)C3C=CN=C4C=3C=C(OC)C=C4)N(CC2)C1.S(Cl)(Cl)=O.BrC1C=CC([NH2:119])=C(N)C=1.[F-].[Cs+].NC1CCCCC1N.[C:131](O)(=O)[CH3:132].[CH:135]([NH2:137])=[NH:136], predict the reaction product. (6) Given the reactants CC(C)([O-])C.[Na+].F[C:8]1[N:16]=[C:15]2[C:11]([N:12]=[CH:13][N:14]2[CH:17]2[CH2:22][CH2:21][CH2:20][CH2:19][O:18]2)=[C:10]([NH2:23])[N:9]=1.[CH:24]1([OH:30])[CH2:29][CH2:28][CH2:27][CH2:26][CH2:25]1, predict the reaction product. The product is: [CH:24]1([O:30][C:8]2[N:16]=[C:15]3[C:11]([N:12]=[CH:13][N:14]3[CH:17]3[CH2:22][CH2:21][CH2:20][CH2:19][O:18]3)=[C:10]([NH2:23])[N:9]=2)[CH2:29][CH2:28][CH2:27][CH2:26][CH2:25]1. (7) Given the reactants [H-].[Na+].[F:3][C:4]([F:8])([F:7])[CH2:5][OH:6].Cl[C:10]1[CH:15]=[CH:14][N:13]=[C:12]([C:16]#[N:17])[CH:11]=1.[Cl-].[NH4+], predict the reaction product. The product is: [F:3][C:4]([F:8])([F:7])[CH2:5][O:6][C:10]1[CH:15]=[CH:14][N:13]=[C:12]([C:16]#[N:17])[CH:11]=1.